Dataset: Reaction yield outcomes from USPTO patents with 853,638 reactions. Task: Predict the reaction yield, written as a fraction of the theoretical maximum amount of product (1.0 means a 100% yield; for example, 0.34 means a 34% yield). (1) The reactants are [Cl:1][C:2]1[CH:7]=[CH:6][C:5]([CH:8]2[C:21]3[C:20](=[O:22])[C:19]4[CH:23]=[CH:24][CH:25]=[CH:26][C:18]=4[C:17](=[O:27])[C:16]=3[NH:15][C:14]3[CH2:13][CH2:12][CH2:11][C:10](=[O:28])[C:9]2=3)=[CH:4][CH:3]=1.CI.[C:31](=O)([O-])[O-].[K+].[K+]. The catalyst is CC(C)=O. The product is [Cl:1][C:2]1[CH:3]=[CH:4][C:5]([CH:8]2[C:21]3[C:20](=[O:22])[C:19]4[CH:23]=[CH:24][CH:25]=[CH:26][C:18]=4[C:17](=[O:27])[C:16]=3[N:15]([CH3:31])[C:14]3[CH2:13][CH2:12][CH2:11][C:10](=[O:28])[C:9]2=3)=[CH:6][CH:7]=1. The yield is 0.470. (2) The reactants are C([O:3][C:4](=[O:25])[C:5]1[CH:10]=[CH:9][C:8]([CH2:11][C:12]2[CH:17]=[CH:16][CH:15]=[CH:14][C:13]=2[C:18]([O:20]C)=[O:19])=[C:7]([N+:22]([O-:24])=[O:23])[CH:6]=1)C.[Li+].[OH-]. The catalyst is C1COCC1. The product is [C:18]([C:13]1[CH:14]=[CH:15][CH:16]=[CH:17][C:12]=1[CH2:11][C:8]1[CH:9]=[CH:10][C:5]([C:4]([OH:25])=[O:3])=[CH:6][C:7]=1[N+:22]([O-:24])=[O:23])([OH:20])=[O:19]. The yield is 0.670.